From a dataset of Full USPTO retrosynthesis dataset with 1.9M reactions from patents (1976-2016). Predict the reactants needed to synthesize the given product. (1) Given the product [CH3:29][O:28][C:25]1[CH:26]=[CH:27][C:22]([C@H:20]2[CH2:21][C@@H:19]2[CH2:18][O:17][C:11]2[C:10]([C:7]3[CH:8]=[CH:9][C:4]([C:3]4[N:30]=[CH:32][O:1][N:2]=4)=[CH:5][CH:6]=3)=[CH:15][N:14]=[C:13]([CH3:16])[N:12]=2)=[N:23][CH:24]=1, predict the reactants needed to synthesize it. The reactants are: [OH:1][N:2]=[C:3]([NH2:30])[C:4]1[CH:9]=[CH:8][C:7]([C:10]2[C:11]([O:17][CH2:18][C@H:19]3[CH2:21][C@@H:20]3[C:22]3[CH:27]=[CH:26][C:25]([O:28][CH3:29])=[CH:24][N:23]=3)=[N:12][C:13]([CH3:16])=[N:14][CH:15]=2)=[CH:6][CH:5]=1.O.[C:32]1(C)C=CC(S(O)(=O)=O)=CC=1. (2) Given the product [CH:1]1[C:10]2[C:5](=[CH:6][CH:7]=[CH:8][CH:9]=2)[C:4]([C:11]([O:13][CH3:14])=[O:12])=[CH:3][N:2]=1, predict the reactants needed to synthesize it. The reactants are: [CH:1]1[C:10]2[C:5](=[CH:6][CH:7]=[CH:8][CH:9]=2)[C:4]([C:11]([OH:13])=[O:12])=[CH:3][N:2]=1.[CH3:14]CN=C=NCCCN(C)C.C1C=CC2N(O)N=NC=2C=1.CO. (3) Given the product [Cl:1][CH2:2][CH2:3][CH2:4]/[C:5](=[N:20]/[S@:18]([C:15]([CH3:17])([CH3:16])[CH3:14])=[O:19])/[C:7]1[CH:8]=[N:9][CH:10]=[C:11]([F:13])[CH:12]=1, predict the reactants needed to synthesize it. The reactants are: [Cl:1][CH2:2][CH2:3][CH2:4][C:5]([C:7]1[CH:8]=[N:9][CH:10]=[C:11]([F:13])[CH:12]=1)=O.[CH3:14][C:15]([S@@:18]([NH2:20])=[O:19])([CH3:17])[CH3:16].CCOC(C)=O. (4) Given the product [CH2:36]([O:43][C:44](=[O:45])[NH:46][C@H:47]([C:48](=[O:49])[NH:50][C@H:51]([C:6](=[O:28])[NH:7][C@@H:8]([CH2:21][C:22]1[CH:23]=[CH:24][CH:25]=[CH:26][CH:27]=1)[CH:9]([C:11](=[O:20])[NH:12][CH2:13][C:14]1[CH:15]=[CH:16][CH:17]=[CH:18][CH:19]=1)[OH:10])[CH2:55][C:56]1[CH:61]=[CH:60][C:59]([O:62][CH3:63])=[CH:58][CH:57]=1)[CH3:64])[C:37]1[CH:42]=[CH:41][CH:40]=[CH:39][CH:38]=1, predict the reactants needed to synthesize it. The reactants are: C(O[C:6](=[O:28])[NH:7][C@@H:8]([CH2:21][C:22]1[CH:27]=[CH:26][CH:25]=[CH:24][CH:23]=1)[CH:9]([C:11](=[O:20])[NH:12][CH2:13][C:14]1[CH:19]=[CH:18][CH:17]=[CH:16][CH:15]=1)[OH:10])(C)(C)C.FC(F)(F)C(O)=O.[CH2:36]([O:43][C:44]([NH:46][C@@H:47]([CH3:64])[C:48]([NH:50][C@@H:51]([CH2:55][C:56]1[CH:61]=[CH:60][C:59]([O:62][CH3:63])=[CH:58][CH:57]=1)C(O)=O)=[O:49])=[O:45])[C:37]1[CH:42]=[CH:41][CH:40]=[CH:39][CH:38]=1.CN(C(ON1N=NC2C=CC=NC1=2)=[N+](C)C)C.F[P-](F)(F)(F)(F)F.C(N(CC)C(C)C)(C)C. (5) The reactants are: [CH2:1]([C:5]1[O:6][C:7]2[CH:26]=[CH:25][CH:24]=[CH:23][C:8]=2[C:9]=1[C:10]1[CH:15]=[CH:14][C:13]([C:16]2[CH:21]=[CH:20][C:19]([OH:22])=[CH:18][CH:17]=2)=[CH:12][CH:11]=1)[CH2:2][CH2:3][CH3:4].C[O:28][C:29](=[O:39])[CH:30]([CH2:32][C:33]1[CH:38]=[CH:37][CH:36]=[CH:35][CH:34]=1)O. Given the product [CH2:1]([C:5]1[O:6][C:7]2[CH:26]=[CH:25][CH:24]=[CH:23][C:8]=2[C:9]=1[C:10]1[CH:11]=[CH:12][C:13]([C:16]2[CH:21]=[CH:20][C:19]([O:22][CH:30]([CH2:32][C:33]3[CH:38]=[CH:37][CH:36]=[CH:35][CH:34]=3)[C:29]([OH:39])=[O:28])=[CH:18][CH:17]=2)=[CH:14][CH:15]=1)[CH2:2][CH2:3][CH3:4], predict the reactants needed to synthesize it. (6) Given the product [CH2:15]([O:14][C:12]([N:7]1[C:8]2[C:4](=[CH:3][C:2]([CH3:1])=[CH:10][CH:9]=2)[CH:5]=[CH:6]1)=[O:13])[CH3:16], predict the reactants needed to synthesize it. The reactants are: [CH3:1][C:2]1[CH:3]=[C:4]2[C:8](=[CH:9][CH:10]=1)[NH:7][CH:6]=[CH:5]2.Cl[C:12]([O:14][CH2:15][CH3:16])=[O:13]. (7) Given the product [Br:14][C:15]1[CH:21]=[CH:20][C:18]([NH:19][C:10](=[NH:11])[C:9]([C:3]2[C:2]([Cl:1])=[CH:7][CH:6]=[CH:5][C:4]=2[Cl:8])([CH3:13])[CH3:12])=[C:17]([F:22])[CH:16]=1, predict the reactants needed to synthesize it. The reactants are: [Cl:1][C:2]1[CH:7]=[CH:6][CH:5]=[C:4]([Cl:8])[C:3]=1[C:9]([CH3:13])([CH3:12])[C:10]#[N:11].[Br:14][C:15]1[CH:21]=[CH:20][C:18]([NH2:19])=[C:17]([F:22])[CH:16]=1.C[Al](C)C.C1(C)C=CC=CC=1. (8) Given the product [CH:1]1([S:7]([CH2:10][C:11]2[N:12]=[C:13]([C:17]3[CH:25]=[CH:24][C:20]([C:21]([NH:33][CH2:32][C:28]4[CH:27]=[N:26][CH:31]=[CH:30][CH:29]=4)=[O:23])=[CH:19][CH:18]=3)[O:14][C:15]=2[CH3:16])(=[O:8])=[O:9])[CH2:6][CH2:5][CH2:4][CH2:3][CH2:2]1, predict the reactants needed to synthesize it. The reactants are: [CH:1]1([S:7]([CH2:10][C:11]2[N:12]=[C:13]([C:17]3[CH:25]=[CH:24][C:20]([C:21]([OH:23])=O)=[CH:19][CH:18]=3)[O:14][C:15]=2[CH3:16])(=[O:9])=[O:8])[CH2:6][CH2:5][CH2:4][CH2:3][CH2:2]1.[N:26]1[CH:31]=[CH:30][CH:29]=[C:28]([CH2:32][NH2:33])[CH:27]=1.CCN=C=NCCCN(C)C.C1C=CC2N(O)N=NC=2C=1.C(N(CC)CC)C.